Dataset: Forward reaction prediction with 1.9M reactions from USPTO patents (1976-2016). Task: Predict the product of the given reaction. (1) Given the reactants [F:1][C:2]1[CH:23]=[CH:22][C:5]([CH2:6][C@@H:7]2[CH2:12][CH2:11][CH2:10][N:9]([CH2:13][C@@H:14]3[CH2:18][S:17](=[O:20])(=[O:19])[CH2:16][C@H:15]3[NH2:21])[CH2:8]2)=[CH:4][CH:3]=1.[ClH:24].[N+](C1C=CC([O:34][C:35](=O)[NH:36][CH2:37][CH2:38][N:39]2[CH2:44][CH2:43][O:42][CH2:41][CH2:40]2)=CC=1)([O-])=O.C(N(CC)CC)C, predict the reaction product. The product is: [ClH:24].[ClH:24].[F:1][C:2]1[CH:3]=[CH:4][C:5]([CH2:6][C@@H:7]2[CH2:12][CH2:11][CH2:10][N:9]([CH2:13][C@@H:14]3[CH2:18][S:17](=[O:19])(=[O:20])[CH2:16][C@H:15]3[NH:21][C:35]([NH:36][CH2:37][CH2:38][N:39]3[CH2:44][CH2:43][O:42][CH2:41][CH2:40]3)=[O:34])[CH2:8]2)=[CH:22][CH:23]=1. (2) Given the reactants C([O:8][C:9]1[CH:29]=[CH:28][C:12]([O:13][CH2:14][CH2:15][C:16]2[N:17]=[C:18]([C:22]3[CH:27]=[CH:26][CH:25]=[CH:24][CH:23]=3)[O:19][C:20]=2[CH3:21])=[C:11]([CH:30]=[CH2:31])[CH:10]=1)C1C=CC=CC=1.[H][H], predict the reaction product. The product is: [CH2:30]([C:11]1[CH:10]=[C:9]([OH:8])[CH:29]=[CH:28][C:12]=1[O:13][CH2:14][CH2:15][C:16]1[N:17]=[C:18]([C:22]2[CH:23]=[CH:24][CH:25]=[CH:26][CH:27]=2)[O:19][C:20]=1[CH3:21])[CH3:31].